This data is from Catalyst prediction with 721,799 reactions and 888 catalyst types from USPTO. The task is: Predict which catalyst facilitates the given reaction. (1) Reactant: OC1[CH:3]=[C:4]([CH:7]=[C:8]([O:10][CH3:11])[CH:9]=1)[CH:5]=[O:6].[O:12]1[CH2:16][CH2:15][O:14][C:13]1=O.C(=O)([O-])[O-].[K+].[K+]. Product: [OH:12][CH2:16][CH2:15][O:14][C:13]1[CH:3]=[C:4]([CH:7]=[C:8]([O:10][CH3:11])[CH:9]=1)[CH:5]=[O:6]. The catalyst class is: 3. (2) Reactant: C[C:2]([O-:5])(C)C.[K+].Cl[CH2:8][C:9]([O:11][CH2:12][CH3:13])=[O:10].[CH:14](OCC)=O.[ClH:19]. Product: [Cl:19][C:2]([CH:8]([CH3:14])[C:9]([O:11][CH2:12][CH3:13])=[O:10])=[O:5]. The catalyst class is: 20. (3) Reactant: [O:1]=[C:2]1[NH:6][C:5](=[O:7])[CH2:4][N:3]1[C@@H:8]([C@@H:16]([CH3:19])[CH2:17][CH3:18])[C:9]([O:11][C:12]([CH3:15])([CH3:14])[CH3:13])=[O:10].[CH3:20][C:21]1[N:26]=[C:25]([CH2:27]O)[CH:24]=[CH:23][CH:22]=1.C1(P(C2C=CC=CC=2)C2C=CC=CC=2)C=CC=CC=1.N(C(OCC)=O)=NC(OCC)=O. Product: [CH3:19][C@@H:16]([CH2:17][CH3:18])[C@H:8]([N:3]1[CH2:4][C:5](=[O:7])[N:6]([CH2:27][C:25]2[CH:24]=[CH:23][CH:22]=[C:21]([CH3:20])[N:26]=2)[C:2]1=[O:1])[C:9]([O:11][C:12]([CH3:13])([CH3:14])[CH3:15])=[O:10]. The catalyst class is: 46. (4) Reactant: [F:1][C:2]([F:7])([F:6])[C:3]([O-:5])=[O:4].COC1C=CC(C[N:15]2[C:19]3[N:20]=[CH:21][C:22]4[CH2:23][N:24]([C:28](=[O:37])[C@H:29]([C:31]5[CH:36]=[CH:35][CH:34]=[CH:33][CH:32]=5)[NH3+:30])[CH2:25][CH2:26][C:27]=4[C:18]=3[CH:17]=[N:16]2)=CC=1.[CH3:40][O:41][C:42]1[CH:78]=[CH:77][C:45]([CH2:46][N:47]2[C:51]3[N:52]=[CH:53][C:54]4[CH2:55][N:56]([C:60](=[O:76])[C@@H:61]([NH:68]C(=O)OC(C)(C)C)[C:62]5[CH:67]=[CH:66][CH:65]=[CH:64][CH:63]=5)[CH2:57][CH2:58][C:59]=4[C:50]=3[CH:49]=[N:48]2)=[CH:44][CH:43]=1.[F:79][C:80]([F:85])([F:84])[C:81]([OH:83])=[O:82]. Product: [F:1][C:2]([F:7])([F:6])[C:3]([O-:5])=[O:4].[CH:17]1[C:18]2[C:27]3[CH2:26][CH2:25][N:24]([C:28](=[O:37])[C@H:29]([C:31]4[CH:36]=[CH:35][CH:34]=[CH:33][CH:32]=4)[NH3+:30])[CH2:23][C:22]=3[CH:21]=[N:20][C:19]=2[NH:15][N:16]=1.[F:79][C:80]([F:85])([F:84])[C:81]([O-:83])=[O:82].[CH3:40][O:41][C:42]1[CH:43]=[CH:44][C:45]([CH2:46][N:47]2[C:51]3[N:52]=[CH:53][C:54]4[CH2:55][N:56]([C:60](=[O:76])[C@H:61]([C:62]5[CH:63]=[CH:64][CH:65]=[CH:66][CH:67]=5)[NH3+:68])[CH2:57][CH2:58][C:59]=4[C:50]=3[CH:49]=[N:48]2)=[CH:77][CH:78]=1. The catalyst class is: 4.